Dataset: Reaction yield outcomes from USPTO patents with 853,638 reactions. Task: Predict the reaction yield, written as a fraction of the theoretical maximum amount of product (1.0 means a 100% yield; for example, 0.34 means a 34% yield). (1) The reactants are C(OC([N:8]1[CH2:17][CH2:16][C:15]2[C:10](=[CH:11][CH:12]=[C:13]([O:20]C)[C:14]=2[CH:18]=[O:19])[CH2:9]1)=O)(C)(C)C.[ClH:22]. The catalyst is C(OCC)(=O)C. The product is [ClH:22].[OH:20][C:13]1[CH:12]=[CH:11][C:10]2[CH2:9][NH:8][CH2:17][CH2:16][C:15]=2[C:14]=1[CH:18]=[O:19]. The yield is 0.934. (2) The reactants are [H-].[Na+].[O:3]=[C:4]([CH3:13])[CH2:5][C:6]([O:8][C:9]([CH3:12])([CH3:11])[CH3:10])=[O:7].Br[CH2:15][C:16]([C:18]1[CH:23]=[CH:22][CH:21]=[CH:20][C:19]=1[N+:24]([O-:26])=[O:25])=[O:17]. The catalyst is O1CCCC1. The product is [C:4]([CH:5]([CH2:15][C:16]([C:18]1[CH:23]=[CH:22][CH:21]=[CH:20][C:19]=1[N+:24]([O-:26])=[O:25])=[O:17])[C:6]([O:8][C:9]([CH3:12])([CH3:11])[CH3:10])=[O:7])(=[O:3])[CH3:13]. The yield is 0.800. (3) The reactants are C(O)=O.[O:4]=[C:5]1[C:13]2[C:8](=[CH:9][CH:10]=[CH:11][C:12]=2[C:14]#[C:15][C:16]2[CH:25]=[CH:24][C:19]([C:20]([O:22][CH3:23])=[O:21])=[CH:18][CH:17]=2)[CH2:7][CH2:6]1.C1COCC1. The catalyst is ClCCl.C1C=CC(/C=C/C(/C=C/C2C=CC=CC=2)=O)=CC=1.C1C=CC(/C=C/C(/C=C/C2C=CC=CC=2)=O)=CC=1.C1C=CC(/C=C/C(/C=C/C2C=CC=CC=2)=O)=CC=1.[Pd].[Pd].C1(P(C2C=CC=CC=2)CCCCP(C2C=CC=CC=2)C2C=CC=CC=2)C=CC=CC=1. The product is [O:4]=[C:5]1[C:13]2[C:8](=[CH:9][CH:10]=[CH:11][C:12]=2/[CH:14]=[CH:15]/[C:16]2[CH:17]=[CH:18][C:19]([C:20]([O:22][CH3:23])=[O:21])=[CH:24][CH:25]=2)[CH2:7][CH2:6]1. The yield is 0.580. (4) The reactants are [F:1][C:2]1[CH:32]=[C:31]([F:33])[CH:30]=[CH:29][C:3]=1[CH2:4][C:5]1[CH:6]=[C:7]([C:18]2[N:19]=[CH:20][C:21]([C:24]([O:26]CC)=[O:25])=[N:22][CH:23]=2)[C:8]2[C:15](=[O:16])[N:14]3[C@@H:10]([CH2:11][CH2:12][CH2:13]3)[C:9]=2[N:17]=1.O.CO. The catalyst is C1COCC1. The product is [F:1][C:2]1[CH:32]=[C:31]([F:33])[CH:30]=[CH:29][C:3]=1[CH2:4][C:5]1[CH:6]=[C:7]([C:18]2[N:19]=[CH:20][C:21]([C:24]([OH:26])=[O:25])=[N:22][CH:23]=2)[C:8]2[C:15](=[O:16])[N:14]3[C@@H:10]([CH2:11][CH2:12][CH2:13]3)[C:9]=2[N:17]=1. The yield is 0.850. (5) The reactants are C[O:2][C:3](=[O:49])[C:4]1[CH:9]=[CH:8][C:7]([O:10][CH2:11][CH2:12][O:13][C:14]2[C:19]([Br:20])=[CH:18][C:17]([C:21](=[O:37])[NH:22][CH2:23][CH2:24][CH2:25][CH2:26][CH2:27][CH2:28][CH2:29][CH2:30][C:31]3[CH:36]=[CH:35][CH:34]=[CH:33][CH:32]=3)=[CH:16][C:15]=2[C:38]2[CH:43]=[CH:42][CH:41]=[C:40]([C:44]([F:47])([F:46])[F:45])[CH:39]=2)=[CH:6][C:5]=1[OH:48].[OH-].[Na+]. The catalyst is CCO. The product is [Br:20][C:19]1[C:14]([O:13][CH2:12][CH2:11][O:10][C:7]2[CH:8]=[CH:9][C:4]([C:3]([OH:49])=[O:2])=[C:5]([OH:48])[CH:6]=2)=[C:15]([C:38]2[CH:43]=[CH:42][CH:41]=[C:40]([C:44]([F:47])([F:46])[F:45])[CH:39]=2)[CH:16]=[C:17]([C:21](=[O:37])[NH:22][CH2:23][CH2:24][CH2:25][CH2:26][CH2:27][CH2:28][CH2:29][CH2:30][C:31]2[CH:32]=[CH:33][CH:34]=[CH:35][CH:36]=2)[CH:18]=1. The yield is 0.790.